This data is from Catalyst prediction with 721,799 reactions and 888 catalyst types from USPTO. The task is: Predict which catalyst facilitates the given reaction. (1) Reactant: [F:1][C:2]1[CH:7]=[CH:6][C:5]([N:8]2[C:11](=[O:12])[C@H:10]([S:13][CH2:14][C:15]([C:17]3[CH:22]=[CH:21][C:20]([F:23])=[CH:19][CH:18]=3)=[O:16])[C@H:9]2[C:24]2[CH:38]=[CH:37][C:27]([O:28][CH2:29][C:30]([NH:32][CH2:33][C:34](O)=[O:35])=[O:31])=[CH:26][CH:25]=2)=[CH:4][CH:3]=1.CN1CCOCC1.CN(C(ON1N=NC2C=CC=CC1=2)=[N+](C)C)C.[B-](F)(F)(F)F.[CH3:68][CH:69]([CH3:76])[C@:70]([C:73]([OH:75])=[O:74])([CH3:72])[NH2:71].[BH4-].[Na+]. Product: [F:1][C:2]1[CH:3]=[CH:4][C:5]([N:8]2[C:11](=[O:12])[C@H:10]([S:13][CH2:14][CH:15]([C:17]3[CH:18]=[CH:19][C:20]([F:23])=[CH:21][CH:22]=3)[OH:16])[C@H:9]2[C:24]2[CH:25]=[CH:26][C:27]([O:28][CH2:29][C:30]([NH:32][CH2:33][C:34]([NH:71][C@@:70]([C:73]([OH:75])=[O:74])([CH3:72])[CH:69]([CH3:76])[CH3:68])=[O:35])=[O:31])=[CH:37][CH:38]=2)=[CH:6][CH:7]=1. The catalyst class is: 656. (2) Reactant: [C:1]([O-:5])(=[O:4])[CH2:2][CH3:3].[Ca+2:6].C([O-])(=O)CC.[C:12]([O-:19])(=[O:18])/[CH:13]=[CH:14]/[CH:15]=[CH:16]/[CH3:17].[K+]. Product: [C:12]([O-:19])(=[O:18])/[CH:13]=[CH:14]/[CH:15]=[CH:16]/[CH3:17].[C:1]([O-:5])(=[O:4])[CH2:2][CH3:3].[Ca+2:6]. The catalyst class is: 6.